From a dataset of Full USPTO retrosynthesis dataset with 1.9M reactions from patents (1976-2016). Predict the reactants needed to synthesize the given product. (1) The reactants are: [N:1]1([CH2:6][C:7]([OH:9])=O)[CH:5]=[N:4][CH:3]=[N:2]1.[F:10][C:11]1[CH:41]=[CH:40][C:14]([O:15][C:16]2[CH:21]=[CH:20][C:19]([NH:22][C:23]([C@@H:25]3[CH2:29][C@@H:28]([CH2:30][C:31]4[C:36]([F:37])=[CH:35][C:34]([F:38])=[CH:33][C:32]=4[F:39])[CH2:27][NH:26]3)=[O:24])=[CH:18][CH:17]=2)=[CH:13][CH:12]=1. Given the product [N:1]1([CH2:6][C:7]([N:26]2[CH2:27][C@H:28]([CH2:30][C:31]3[C:36]([F:37])=[CH:35][C:34]([F:38])=[CH:33][C:32]=3[F:39])[CH2:29][C@H:25]2[C:23]([NH:22][C:19]2[CH:18]=[CH:17][C:16]([O:15][C:14]3[CH:13]=[CH:12][C:11]([F:10])=[CH:41][CH:40]=3)=[CH:21][CH:20]=2)=[O:24])=[O:9])[CH:5]=[N:4][CH:3]=[N:2]1, predict the reactants needed to synthesize it. (2) Given the product [N:23]([CH:8]([C:5]1[CH:4]=[CH:3][C:2]([F:1])=[CH:7][N:6]=1)[CH3:9])=[N+:24]=[N-:25], predict the reactants needed to synthesize it. The reactants are: [F:1][C:2]1[CH:3]=[CH:4][C:5]([CH:8](O)[CH3:9])=[N:6][CH:7]=1.C(N(CC)CC)C.CS(Cl)(=O)=O.[N-:23]=[N+:24]=[N-:25].[Na+].